Dataset: Forward reaction prediction with 1.9M reactions from USPTO patents (1976-2016). Task: Predict the product of the given reaction. (1) Given the reactants [Cl:1][C:2]1[CH:7]=[CH:6][C:5]([C:8]2[S:31][C:11]3[C:12](=[O:30])[N:13]([CH2:16][C:17]4[CH:22]=[CH:21][CH:20]=[C:19]([O:23][CH2:24][C@H:25]5[CH2:29][CH2:28][CH2:27][NH:26]5)[N:18]=4)[N:14]=[CH:15][C:10]=3[CH:9]=2)=[CH:4][CH:3]=1.[CH2:32]=O, predict the reaction product. The product is: [Cl:1][C:2]1[CH:3]=[CH:4][C:5]([C:8]2[S:31][C:11]3[C:12](=[O:30])[N:13]([CH2:16][C:17]4[CH:22]=[CH:21][CH:20]=[C:19]([O:23][CH2:24][C@H:25]5[CH2:29][CH2:28][CH2:27][N:26]5[CH3:32])[N:18]=4)[N:14]=[CH:15][C:10]=3[CH:9]=2)=[CH:6][CH:7]=1. (2) Given the reactants [CH3:1][O:2][C:3]1[CH:4]=[CH:5][C:6]([CH2:10][CH2:11][C:12]2[CH:17]=[CH:16][C:15]([O:18][CH3:19])=[CH:14][CH:13]=2)=[C:7]([OH:9])[CH:8]=1.FC1C=CC(C=O)=CC=1.C[O:30][C:31]1[CH:32]=[CH:33][C:34](CC[C:34]2[CH:35]=[CH:45][C:31]([O:30]C)=[CH:32][CH:33]=2)=[C:35]([CH:45]=1)[O:30][C:31]1[CH:45]=[CH:35][C:34](C=O)=[CH:33][CH:32]=1, predict the reaction product. The product is: [CH3:1][O:2][C:3]1[CH:4]=[CH:5][C:6]([CH2:10][CH2:11][C:12]2[CH:13]=[CH:14][C:15]([O:18][CH3:19])=[CH:16][CH:17]=2)=[C:7]([CH:8]=1)[O:9][C:34]1[CH:33]=[CH:32][C:31]([OH:30])=[CH:45][CH:35]=1. (3) Given the reactants [H-].[Al+3].[Li+].[H-].[H-].[H-].[F:7][C:8]1[CH:9]=[CH:10][C:11]([O:18][CH2:19][O:20][CH3:21])=[C:12]([CH:17]=1)[C:13](OC)=[O:14].[NH4+].S([O-])([O-])(=O)=O.[Mg+2], predict the reaction product. The product is: [F:7][C:8]1[CH:9]=[CH:10][C:11]([O:18][CH2:19][O:20][CH3:21])=[C:12]([CH2:13][OH:14])[CH:17]=1. (4) Given the reactants [Cl:1][C:2]1[CH:3]=[N:4][CH:5]=[C:6]([Cl:20])[C:7]=1[S:8][C:9]1[S:13][C:12]([C:14](Cl)=[O:15])=[CH:11][C:10]=1[N+:17]([O-:19])=[O:18].[Cl:21][C:22]1[CH:29]=[CH:28][C:25]([CH2:26][NH2:27])=[CH:24][CH:23]=1, predict the reaction product. The product is: [Cl:21][C:22]1[CH:29]=[CH:28][C:25]([CH2:26][NH:27][C:14]([C:12]2[S:13][C:9]([S:8][C:7]3[C:2]([Cl:1])=[CH:3][N:4]=[CH:5][C:6]=3[Cl:20])=[C:10]([N+:17]([O-:19])=[O:18])[CH:11]=2)=[O:15])=[CH:24][CH:23]=1. (5) The product is: [C:1]([C:5]1[CH:10]=[CH:9][C:8]([N:11]2[CH:15]([C:16]3[CH:21]=[CH:20][C:19]([N+:22]([O-:24])=[O:23])=[CH:18][CH:17]=3)[CH2:14][CH2:13][CH:12]2[C:25]2[CH:30]=[CH:29][C:28]([NH:42][CH2:41][C:40]3[CH:43]=[CH:44][C:37]([O:36][CH3:35])=[CH:38][CH:39]=3)=[C:27]([N+:32]([O-:34])=[O:33])[CH:26]=2)=[CH:7][CH:6]=1)([CH3:4])([CH3:3])[CH3:2]. Given the reactants [C:1]([C:5]1[CH:10]=[CH:9][C:8]([N:11]2[CH:15]([C:16]3[CH:21]=[CH:20][C:19]([N+:22]([O-:24])=[O:23])=[CH:18][CH:17]=3)[CH2:14][CH2:13][CH:12]2[C:25]2[CH:30]=[CH:29][C:28](Cl)=[C:27]([N+:32]([O-:34])=[O:33])[CH:26]=2)=[CH:7][CH:6]=1)([CH3:4])([CH3:3])[CH3:2].[CH3:35][O:36][C:37]1[CH:44]=[CH:43][C:40]([CH2:41][NH2:42])=[CH:39][CH:38]=1, predict the reaction product. (6) Given the reactants CO[C:3](=[O:20])[CH:4]([C:12]1[CH:17]=[CH:16][C:15]([Cl:18])=[C:14]([Cl:19])[CH:13]=1)[CH2:5][CH:6]1[CH2:10][CH2:9][CH:8]([OH:11])[CH2:7]1.[NH2:21][C:22]1[S:23][CH:24]=[CH:25][N:26]=1.C[O-].[Mg+2].C[O-].CO, predict the reaction product. The product is: [Cl:19][C:14]1[CH:13]=[C:12]([CH:4]([CH2:5][CH:6]2[CH2:10][CH2:9][CH:8]([OH:11])[CH2:7]2)[C:3]([NH:21][C:22]2[S:23][CH:24]=[CH:25][N:26]=2)=[O:20])[CH:17]=[CH:16][C:15]=1[Cl:18]. (7) The product is: [OH:1][C:2]1[N:7]([CH2:32][C:31]2[CH:34]=[CH:35][C:28]([C:27]([F:37])([F:36])[F:26])=[CH:29][CH:30]=2)[C:6](=[O:8])[N:5]([CH2:9][C:10]2[CH:15]=[CH:14][CH:13]=[CH:12][CH:11]=2)[C:4](=[O:16])[C:3]=1[C:17]([NH:19][CH2:20][C:21]([OH:23])=[O:22])=[O:18]. Given the reactants [OH:1][C:2]1[NH:7][C:6](=[O:8])[N:5]([CH2:9][C:10]2[CH:15]=[CH:14][CH:13]=[CH:12][CH:11]=2)[C:4](=[O:16])[C:3]=1[C:17]([NH:19][CH2:20][C:21]([O:23]CC)=[O:22])=[O:18].[F:26][C:27]([F:37])([F:36])[C:28]1[CH:35]=[CH:34][C:31]([CH2:32]Br)=[CH:30][CH:29]=1.C(=O)([O-])[O-].[Na+].[Na+].Cl, predict the reaction product.